From a dataset of Forward reaction prediction with 1.9M reactions from USPTO patents (1976-2016). Predict the product of the given reaction. (1) The product is: [Cl:10][C:11]1[N:12]=[C:13]([Cl:18])[CH:14]=[C:15]([CH2:5][C:4]2[CH:7]=[CH:8][CH:9]=[C:2]([Cl:1])[CH:3]=2)[N:16]=1. Given the reactants [Cl:1][C:2]1[CH:3]=[C:4]([CH:7]=[CH:8][CH:9]=1)[CH2:5]Br.[Cl:10][C:11]1[N:16]=[C:15](Cl)[CH:14]=[C:13]([Cl:18])[N:12]=1, predict the reaction product. (2) Given the reactants [Mg].II.[Cl:4][C:5]1[CH:6]=[C:7]([CH:10]=[CH:11][C:12]=1[Cl:13])[CH2:8]Cl.[Cl:14][C:15]1[CH:22]=[CH:21][C:18]([C:19]#N)=[CH:17][CH:16]=1.CC[O:25]CC, predict the reaction product. The product is: [Cl:14][C:15]1[CH:22]=[CH:21][C:18]([C:19]([CH2:8][C:7]2[CH:10]=[CH:11][C:12]([Cl:13])=[C:5]([Cl:4])[CH:6]=2)=[O:25])=[CH:17][CH:16]=1. (3) Given the reactants [NH2:1][C:2]1[CH:7]=[CH:6][C:5]([N:8]2[CH:13]=[CH:12][CH:11]=[CH:10][C:9]2=[O:14])=[CH:4][C:3]=1[CH3:15].Cl[C:17]([O:19][C:20]1[CH:25]=[CH:24][C:23]([N+:26]([O-:28])=[O:27])=[CH:22][CH:21]=1)=[O:18], predict the reaction product. The product is: [N+:26]([C:23]1[CH:22]=[CH:21][C:20]([O:19][C:17](=[O:18])[NH:1][C:2]2[CH:7]=[CH:6][C:5]([N:8]3[CH:13]=[CH:12][CH:11]=[CH:10][C:9]3=[O:14])=[CH:4][C:3]=2[CH3:15])=[CH:25][CH:24]=1)([O-:28])=[O:27]. (4) Given the reactants Cl[C:2]1[C:3](=[O:11])[O:4][C:5]([CH2:9][CH3:10])=[C:6]([Cl:8])[N:7]=1.[CH3:12][OH:13], predict the reaction product. The product is: [Cl:8][C:6]1[N:7]=[C:2]([O:13][CH3:12])[C:3](=[O:11])[O:4][C:5]=1[CH2:9][CH3:10]. (5) The product is: [NH:10]1[C:11]2[C:16](=[CH:15][CH:14]=[CH:13][CH:12]=2)[C:8]([N:2]2[CH2:7][CH2:6][N:5]([CH2:18][CH2:19][C:20]3[CH:21]=[C:22]4[C:27](=[CH:28][CH:29]=3)[NH:26][C:25](=[O:30])[C:24]([CH3:31])=[C:23]4[CH3:32])[CH2:4][CH2:3]2)=[N:9]1. Given the reactants Cl.[N:2]1([C:8]2[C:16]3[C:11](=[CH:12][CH:13]=[CH:14][CH:15]=3)[NH:10][N:9]=2)[CH2:7][CH2:6][NH:5][CH2:4][CH2:3]1.Cl[CH2:18][CH2:19][C:20]1[CH:21]=[C:22]2[C:27](=[CH:28][CH:29]=1)[NH:26][C:25](=[O:30])[C:24]([CH3:31])=[C:23]2[CH3:32], predict the reaction product. (6) Given the reactants [Cl:1][C:2]1[S:6][C:5]([CH2:7][N:8]2[C:16]3[C:11](=[CH:12][C:13]([O:17][CH3:18])=[CH:14][CH:15]=3)[C:10]([CH:19]3[CH2:24][CH2:23][NH:22][CH2:21][CH2:20]3)=[CH:9]2)=[CH:4][CH:3]=1.C([O:27][C:28](=[O:39])[C:29]1[CH:34]=[C:33]([CH2:35]Br)[CH:32]=[CH:31][C:30]=1[O:37][CH3:38])C, predict the reaction product. The product is: [Cl:1][C:2]1[S:6][C:5]([CH2:7][N:8]2[C:16]3[C:11](=[CH:12][C:13]([O:17][CH3:18])=[CH:14][CH:15]=3)[C:10]([CH:19]3[CH2:20][CH2:21][N:22]([CH2:35][C:33]4[CH:32]=[CH:31][C:30]([O:37][CH3:38])=[C:29]([CH:34]=4)[C:28]([OH:39])=[O:27])[CH2:23][CH2:24]3)=[CH:9]2)=[CH:4][CH:3]=1.